From a dataset of Reaction yield outcomes from USPTO patents with 853,638 reactions. Predict the reaction yield, written as a fraction of the theoretical maximum amount of product (1.0 means a 100% yield; for example, 0.34 means a 34% yield). (1) The reactants are [Cl:1][C:2]1[CH:21]=[C:20]([Cl:22])[CH:19]=[CH:18][C:3]=1[CH2:4][N:5]1[C:9]([CH2:10][CH2:11][CH2:12][OH:13])=[CH:8][C:7]([O:14][CH2:15][O:16][CH3:17])=[N:6]1.O[C:24]1[C:29]([CH2:30][C:31]([O:33]C)=[O:32])=[CH:28][CH:27]=[CH:26][N:25]=1.C(P(CCCC)CCCC)CCC.N(C(N1CCCCC1)=O)=NC(N1CCCCC1)=O.O1CCCC1CO.[OH-].[Na+].Cl. The catalyst is O1CCCC1. The product is [Cl:1][C:2]1[CH:21]=[C:20]([Cl:22])[CH:19]=[CH:18][C:3]=1[CH2:4][N:5]1[C:9]([CH2:10][CH2:11][CH2:12][O:13][C:24]2[C:29]([CH2:30][C:31]([OH:33])=[O:32])=[CH:28][CH:27]=[CH:26][N:25]=2)=[CH:8][C:7]([O:14][CH2:15][O:16][CH3:17])=[N:6]1. The yield is 0.870. (2) The catalyst is O1CCOCC1.O.C1C=CC(P(C2C=CC=CC=2)[C-]2C=CC=C2)=CC=1.C1C=CC(P(C2C=CC=CC=2)[C-]2C=CC=C2)=CC=1.Cl[Pd]Cl.[Fe+2]. The reactants are Br[C:2]1[C:3]([NH2:22])=[N:4][CH:5]=[C:6]([C:10]2[CH:15]=[CH:14][CH:13]=[C:12]([N:16]3[CH2:21][CH2:20][NH:19][CH2:18][CH2:17]3)[CH:11]=2)[C:7]=1[CH2:8][CH3:9].[OH:23][C:24]1[CH:29]=[CH:28][C:27](B(O)O)=[CH:26][CH:25]=1.C([O-])([O-])=O.[Na+].[Na+]. The yield is 0.331. The product is [NH2:22][C:3]1[C:2]([C:27]2[CH:28]=[CH:29][C:24]([OH:23])=[CH:25][CH:26]=2)=[C:7]([CH2:8][CH3:9])[C:6]([C:10]2[CH:15]=[CH:14][CH:13]=[C:12]([N:16]3[CH2:21][CH2:20][NH:19][CH2:18][CH2:17]3)[CH:11]=2)=[CH:5][N:4]=1. (3) The reactants are Cl[C:2]1[N:11]=[C:10]([N:12]2[CH2:17][CH2:16][O:15][CH2:14][CH2:13]2)[C:9]2[C:4](=[CH:5][C:6]([C:19]3[CH:24]=[CH:23][CH:22]=[C:21]([S:25]([CH3:28])(=[O:27])=[O:26])[CH:20]=3)=[C:7]([F:18])[CH:8]=2)[N:3]=1.[C:29]([O:33][C:34]([NH:36][C:37]1[N:42]=[CH:41][C:40](B(O)O)=[CH:39][N:38]=1)=[O:35])([CH3:32])([CH3:31])[CH3:30].C(=O)([O-])[O-].[Cs+].[Cs+].C1(C)C=CC=CC=1. The product is [C:29]([O:33][C:34](=[O:35])[NH:36][C:37]1[N:42]=[CH:41][C:40]([C:2]2[N:11]=[C:10]([N:12]3[CH2:17][CH2:16][O:15][CH2:14][CH2:13]3)[C:9]3[C:4](=[CH:5][C:6]([C:19]4[CH:24]=[CH:23][CH:22]=[C:21]([S:25]([CH3:28])(=[O:27])=[O:26])[CH:20]=4)=[C:7]([F:18])[CH:8]=3)[N:3]=2)=[CH:39][N:38]=1)([CH3:32])([CH3:30])[CH3:31]. The catalyst is Cl[Pd](Cl)([P](C1C=CC=CC=1)(C1C=CC=CC=1)C1C=CC=CC=1)[P](C1C=CC=CC=1)(C1C=CC=CC=1)C1C=CC=CC=1.O.C(O)C. The yield is 0.430. (4) The reactants are [OH:1][C:2]1[C:11]2[C:6](=[CH:7][CH:8]=[CH:9][CH:10]=2)[C:5]([CH3:15])([CH2:12][CH2:13][CH3:14])[C:4](=[O:16])[C:3]=1[C:17]1[NH:22][C:21]2[CH:23]=[CH:24][C:25]([NH:27]C(=O)OC(C)(C)C)=[CH:26][C:20]=2[S:19](=[O:36])(=[O:35])[N:18]=1.[ClH:37]. The catalyst is O1CCOCC1. The product is [ClH:37].[NH2:27][C:25]1[CH:24]=[CH:23][C:21]2[NH:22][C:17]([C:3]3[C:4](=[O:16])[C:5]([CH3:15])([CH2:12][CH2:13][CH3:14])[C:6]4[C:11]([C:2]=3[OH:1])=[CH:10][CH:9]=[CH:8][CH:7]=4)=[N:18][S:19](=[O:36])(=[O:35])[C:20]=2[CH:26]=1. The yield is 0.850.